Dataset: Catalyst prediction with 721,799 reactions and 888 catalyst types from USPTO. Task: Predict which catalyst facilitates the given reaction. (1) Product: [CH2:24]([N:19]1[CH2:18][CH2:17][N:16]([C:8]2[CH:7]=[C:6]([CH2:5][C:32]([NH2:34])=[O:33])[C:15]3[C:10]([CH:9]=2)=[CH:11][CH:12]=[CH:13][CH:14]=3)[CH2:23][C:20]21[CH2:22][CH2:21]2)[C:25]1[CH:26]=[CH:27][CH:28]=[CH:29][CH:30]=1. Reactant: C(OC(=O)[CH2:5][C:6]1[C:15]2[C:10](=[CH:11][CH:12]=[CH:13][CH:14]=2)[CH:9]=[C:8]([N:16]2[CH2:23][C:20]3([CH2:22][CH2:21]3)[N:19]([CH2:24][C:25]3[CH:30]=[CH:29][CH:28]=[CH:27][CH:26]=3)[CH2:18][CH2:17]2)[CH:7]=1)C.[CH:32]([NH2:34])=[O:33].C[O-].[Na+]. The catalyst class is: 121. (2) Reactant: [OH:1][CH2:2][CH2:3][CH2:4][CH2:5][C@H:6]([N:19]([CH3:28])[C:20](=[O:27])[C:21]1[CH:26]=[CH:25][CH:24]=[CH:23][CH:22]=1)[C:7]([N:9]1[CH2:14][CH2:13][N:12]([S:15]([CH3:18])(=[O:17])=[O:16])[CH2:11][CH2:10]1)=[O:8].CC(OI1(OC(C)=O)(OC(C)=O)OC(=O)C2C=CC=CC1=2)=O. Product: [CH3:18][S:15]([N:12]1[CH2:11][CH2:10][N:9]([C:7](=[O:8])[C@@H:6]([N:19]([CH3:28])[C:20](=[O:27])[C:21]2[CH:26]=[CH:25][CH:24]=[CH:23][CH:22]=2)[CH2:5][CH2:4][CH2:3][CH:2]=[O:1])[CH2:14][CH2:13]1)(=[O:16])=[O:17]. The catalyst class is: 4. (3) Reactant: COC1[C@H](C(C)C)N=[C:6]([O:19][CH3:20])[C@@H:7]([CH2:9][C:10]2[CH:15]=[C:14]([F:16])[C:13]([F:17])=[CH:12][C:11]=2[F:18])[N:8]=1.Cl.C(N(CC)CC)C.[C:40](O[C:40]([O:42][C:43]([CH3:46])([CH3:45])[CH3:44])=[O:41])([O:42][C:43]([CH3:46])([CH3:45])[CH3:44])=[O:41].C(OCC)(=[O:49])C. Product: [CH3:20][O:19][C:6](=[O:49])[C@@H:7]([CH2:9][C:10]1[CH:15]=[C:14]([F:16])[C:13]([F:17])=[CH:12][C:11]=1[F:18])[NH:8][C:40]([O:42][C:43]([CH3:44])([CH3:45])[CH3:46])=[O:41]. The catalyst class is: 10. (4) Reactant: [CH:1]1([C:4]#[N:5])[CH2:3][CH2:2]1.[B:6]1([B:6]2[O:10][C:9]([CH3:12])([CH3:11])[C:8]([CH3:14])([CH3:13])[O:7]2)[O:10][C:9]([CH3:12])([CH3:11])[C:8]([CH3:14])([CH3:13])[O:7]1.CC1C=CC2C(=C3C(=CC=2)C=CC(C)=N3)N=1. Product: [CH3:11][C:9]1([CH3:12])[O:10][B:6]([CH:2]2[CH2:3][CH:1]2[C:4]#[N:5])[O:7][C:8]1([CH3:14])[CH3:13]. The catalyst class is: 7. (5) Reactant: CO[C:3](=[O:26])[CH2:4][CH2:5][C:6]1[CH:11]=[CH:10][C:9]([C:12]([CH2:23][CH3:24])([C:15]2[CH:20]=[CH:19][C:18]([OH:21])=[C:17]([CH3:22])[CH:16]=2)[CH2:13][CH3:14])=[CH:8][C:7]=1[CH3:25].[Li][C:28]([CH3:31])([CH3:30])[CH3:29]. Product: [CH2:23]([C:12]([C:9]1[CH:10]=[CH:11][C:6]([CH2:5][CH2:4][C:3](=[O:26])[C:28]([CH3:31])([CH3:30])[CH3:29])=[C:7]([CH3:25])[CH:8]=1)([C:15]1[CH:20]=[CH:19][C:18]([OH:21])=[C:17]([CH3:22])[CH:16]=1)[CH2:13][CH3:14])[CH3:24]. The catalyst class is: 266. (6) Reactant: [CH2:1]([O:3][CH2:4][CH2:5][CH2:6][NH:7][C:8]1[CH:13]=[CH:12][C:11]([NH2:14])=[CH:10][C:9]=1[F:15])[CH3:2].C[Al](C)C.[NH:20](/[C:24](/[CH3:30])=[CH:25]\[C:26](OC)=[O:27])[C:21]([CH3:23])=O. Product: [CH2:1]([O:3][CH2:4][CH2:5][CH2:6][NH:7][C:8]1[CH:13]=[CH:12][C:11]([N:14]2[C:26](=[O:27])[CH:25]=[C:24]([CH3:30])[N:20]=[C:21]2[CH3:23])=[CH:10][C:9]=1[F:15])[CH3:2]. The catalyst class is: 2. (7) Reactant: [CH:1]1([O:7][CH2:8][CH2:9][CH2:10][CH2:11][O:12][C:13]2[CH:18]=[CH:17][C:16]([CH2:19][CH2:20][CH2:21][O:22][C:23]3[CH:33]=[CH:32][C:26]([C:27]([O:29]CC)=[O:28])=[CH:25][C:24]=3[CH2:34][C:35]([NH:37][CH2:38][CH2:39][CH2:40][C:41]([O:43]C)=[O:42])=[O:36])=[CH:15][CH:14]=2)[CH2:6][CH2:5][CH2:4][CH2:3][CH2:2]1.[OH-].[Na+]. Product: [C:41]([CH2:40][CH2:39][CH2:38][NH:37][C:35](=[O:36])[CH2:34][C:24]1[CH:25]=[C:26]([CH:32]=[CH:33][C:23]=1[O:22][CH2:21][CH2:20][CH2:19][C:16]1[CH:17]=[CH:18][C:13]([O:12][CH2:11][CH2:10][CH2:9][CH2:8][O:7][CH:1]2[CH2:2][CH2:3][CH2:4][CH2:5][CH2:6]2)=[CH:14][CH:15]=1)[C:27]([OH:29])=[O:28])([OH:43])=[O:42]. The catalyst class is: 83. (8) Reactant: Cl[C:2]1[CH:7]=[C:6]([C:8]2[S:9][CH:10]=[C:11]([NH:13][C:14]([NH:16][C:17]3[CH:22]=[CH:21][CH:20]=[C:19]([CH2:23][CH3:24])[N:18]=3)=[O:15])[N:12]=2)[CH:5]=[CH:4][N:3]=1.[CH3:25][CH2:26][O-:27].[Na+].CCO. Product: [CH2:26]([O:27][C:2]1[CH:7]=[C:6]([C:8]2[S:9][CH:10]=[C:11]([NH:13][C:14]([NH:16][C:17]3[CH:22]=[CH:21][CH:20]=[C:19]([CH2:23][CH3:24])[N:18]=3)=[O:15])[N:12]=2)[CH:5]=[CH:4][N:3]=1)[CH3:25]. The catalyst class is: 6. (9) The catalyst class is: 1. Reactant: [CH3:1][C:2]([C:8]1[CH:13]=[CH:12][C:11]([NH:14][C:15]2[C:25]3[CH2:24][CH2:23][N:22]([C:26]4[C:31]([C:32]([F:35])([F:34])[F:33])=[CH:30][CH:29]=[CH:28][N:27]=4)[CH2:21][CH2:20][C:19]=3[N:18]=[C:17]([CH:36]([CH3:38])[CH3:37])[N:16]=2)=[CH:10][CH:9]=1)([CH3:7])[C:3](OC)=[O:4].[H-].[H-].[H-].[H-].[Li+].[Al+3]. Product: [CH3:7][C:2]([C:8]1[CH:13]=[CH:12][C:11]([NH:14][C:15]2[C:25]3[CH2:24][CH2:23][N:22]([C:26]4[C:31]([C:32]([F:33])([F:35])[F:34])=[CH:30][CH:29]=[CH:28][N:27]=4)[CH2:21][CH2:20][C:19]=3[N:18]=[C:17]([CH:36]([CH3:38])[CH3:37])[N:16]=2)=[CH:10][CH:9]=1)([CH3:1])[CH2:3][OH:4]. (10) Reactant: [F:1][C:2]1[CH:3]=[C:4]([OH:8])[CH:5]=[CH:6][CH:7]=1.Br[CH2:10][C:11]([NH2:13])=[O:12].C([O-])([O-])=O.[K+].[K+]. Product: [F:1][C:2]1[CH:3]=[C:4]([CH:5]=[CH:6][CH:7]=1)[O:8][CH2:10][C:11]([NH2:13])=[O:12]. The catalyst class is: 21.